Predict the product of the given reaction. From a dataset of Forward reaction prediction with 1.9M reactions from USPTO patents (1976-2016). (1) Given the reactants Br[CH2:2][C:3]1[S:4][C:5]2[CH:11]=[CH:10][CH:9]=[CH:8][C:6]=2[N:7]=1.BrCC1CCCCO1.[NH:20]1[C:28]2[C:23](=[CH:24][CH:25]=[CH:26][CH:27]=2)[C:22]2([C:40]3[C:31](=[CH:32][C:33]4[O:38][CH2:37][CH2:36][O:35][C:34]=4[CH:39]=3)[O:30][CH2:29]2)[C:21]1=[O:41], predict the reaction product. The product is: [S:4]1[C:5]2[CH:11]=[CH:10][CH:9]=[CH:8][C:6]=2[N:7]=[C:3]1[CH2:2][N:20]1[C:28]2[C:23](=[CH:24][CH:25]=[CH:26][CH:27]=2)[C:22]2([C:40]3[C:31](=[CH:32][C:33]4[O:38][CH2:37][CH2:36][O:35][C:34]=4[CH:39]=3)[O:30][CH2:29]2)[C:21]1=[O:41]. (2) The product is: [CH3:1][C:2]1[S:3][C:4]2[CH:10]=[CH:9][C:8]([O:11][CH2:18][CH:17]3[CH2:16][O:12]3)=[CH:7][C:5]=2[N:6]=1. Given the reactants [CH3:1][C:2]1[S:3][C:4]2[CH:10]=[CH:9][C:8]([OH:11])=[CH:7][C:5]=2[N:6]=1.[O:12]1[C:16]2[CH:17]=[CH:18]C=CC=2N=C1, predict the reaction product.